This data is from Catalyst prediction with 721,799 reactions and 888 catalyst types from USPTO. The task is: Predict which catalyst facilitates the given reaction. (1) Reactant: [OH:1][CH2:2][CH2:3][O:4][C:5]1[CH:10]=[CH:9][C:8]([N:11]=[N:12][C:13]2[CH:18]=[CH:17][C:16]([C:19]#[N:20])=[CH:15][CH:14]=2)=[CH:7][C:6]=1[C:21]#[N:22].C(N(CC)CC)C.[C:30](Cl)(=[O:34])[C:31]([CH3:33])=[CH2:32]. Product: [C:30]([O:1][CH2:2][CH2:3][O:4][C:5]1[CH:10]=[CH:9][C:8]([N:11]=[N:12][C:13]2[CH:18]=[CH:17][C:16]([C:19]#[N:20])=[CH:15][CH:14]=2)=[CH:7][C:6]=1[C:21]#[N:22])(=[O:34])[C:31]([CH3:33])=[CH2:32]. The catalyst class is: 12. (2) Reactant: [CH2:1]([NH:4][C:5]1[N:10]=[C:9]([NH:11][CH2:12][CH2:13][CH3:14])[N:8]=[C:7]([N:15]([CH3:18])OC)[N:6]=1)[CH2:2][CH3:3].Cl.Cl.[CH3:21][NH:22]NC.[OH-].[Na+]. Product: [CH2:1]([NH:4][C:5]1[N:10]=[C:9]([NH:11][CH2:12][CH2:13][CH3:14])[N:8]=[C:7]([N:15]([CH3:18])[NH:22][CH3:21])[N:6]=1)[CH2:2][CH3:3]. The catalyst class is: 38. (3) Reactant: CC[O-].[Na+].Cl.[NH2:6][C:7]([NH2:9])=[NH:8].CN(C)/[CH:12]=[CH:13]/[C:14]([C:16]1[S:20][C:19]2[CH:21]=[CH:22][C:23]([O:25][C:26]3[CH:31]=[CH:30][CH:29]=[CH:28][CH:27]=3)=[CH:24][C:18]=2[C:17]=1[CH3:32])=O. Product: [CH3:32][C:17]1[C:18]2[CH:24]=[C:23]([O:25][C:26]3[CH:31]=[CH:30][CH:29]=[CH:28][CH:27]=3)[CH:22]=[CH:21][C:19]=2[S:20][C:16]=1[C:14]1[CH:13]=[CH:12][N:6]=[C:7]([NH2:9])[N:8]=1. The catalyst class is: 8. (4) Reactant: [F:1][C:2]1[CH:7]=[CH:6][C:5]([NH:8][C:9]2[CH:14]=[CH:13][C:12]([C:15]([C:17]3[CH:22]=[C:21]([O:23]CC4C=CC(OC)=CC=4)[CH:20]=[CH:19][C:18]=3[CH3:33])=[O:16])=[C:11]([N+:34]([O-:36])=[O:35])[CH:10]=2)=[C:4]([CH3:37])[CH:3]=1.C(O)(C(F)(F)F)=O. Product: [F:1][C:2]1[CH:7]=[CH:6][C:5]([NH:8][C:9]2[CH:14]=[CH:13][C:12]([C:15]([C:17]3[CH:22]=[C:21]([OH:23])[CH:20]=[CH:19][C:18]=3[CH3:33])=[O:16])=[C:11]([N+:34]([O-:36])=[O:35])[CH:10]=2)=[C:4]([CH3:37])[CH:3]=1. The catalyst class is: 2. (5) Reactant: C(O[N:5]1[CH2:10][CH2:9][CH2:8][CH2:7][CH2:6]1)(=O)C.[CH3:11][C:12]([O:15][C:16](O[C:16]([O:15][C:12]([CH3:14])([CH3:13])[CH3:11])=[O:17])=[O:17])([CH3:14])[CH3:13]. Product: [C:16]([N:5]1[CH2:6][CH2:7][CH2:8][CH2:9][CH2:10]1)([O:15][C:12]([CH3:14])([CH3:13])[CH3:11])=[O:17]. The catalyst class is: 99. (6) Reactant: [F:1][C:2]1[CH:7]=[C:6]([F:8])[CH:5]=[CH:4][C:3]=1[N:9]1[C:17](=[O:18])[C:16]2[C@@H:15]3[C:19]([CH3:21])([CH3:20])[C@@:12]([CH3:22])([CH2:13][CH2:14]3)[C:11]=2[NH:10]1.[CH3:23][O:24][C:25]1[CH:32]=[CH:31][C:28]([CH2:29]Br)=[CH:27][CH:26]=1. Product: [F:1][C:2]1[CH:7]=[C:6]([F:8])[CH:5]=[CH:4][C:3]=1[N:9]1[C:17](=[O:18])[C:16]2[C@@H:15]3[C:19]([CH3:21])([CH3:20])[C@@:12]([CH3:22])([CH2:13][CH2:14]3)[C:11]=2[N:10]1[CH2:29][C:28]1[CH:31]=[CH:32][C:25]([O:24][CH3:23])=[CH:26][CH:27]=1. The catalyst class is: 711. (7) Reactant: Cl[C:2]1[CH:7]=[CH:6][N:5]=[C:4]([N:8]2[CH2:19][CH2:18][N:17]3[C:10](=[CH:11][C:12]4[CH2:13][C:14]([CH3:21])([CH3:20])[CH2:15][C:16]=43)[C:9]2=[O:22])[C:3]=1[CH:23]=[O:24].[N:25]1[N:33]2[C:28]([CH2:29][O:30][CH2:31][CH2:32]2)=[CH:27][C:26]=1[NH:34][C:35]1[C:36](=[O:51])[N:37]([CH3:50])[CH:38]=[C:39](B2OC(C)(C)C(C)(C)O2)[CH:40]=1.[O-]P([O-])([O-])=O.[K+].[K+].[K+].C([O-])(=O)C.[Na+]. Product: [CH3:50][N:37]1[C:36](=[O:51])[C:35]([NH:34][C:26]2[CH:27]=[C:28]3[CH2:29][O:30][CH2:31][CH2:32][N:33]3[N:25]=2)=[CH:40][C:39]([C:2]2[C:3]([CH:23]=[O:24])=[C:4]([N:8]3[CH2:19][CH2:18][N:17]4[C:10](=[CH:11][C:12]5[CH2:13][C:14]([CH3:21])([CH3:20])[CH2:15][C:16]=54)[C:9]3=[O:22])[N:5]=[CH:6][CH:7]=2)=[CH:38]1. The catalyst class is: 379. (8) Reactant: [C:1]([O:5][C:6]([N:8]1[CH2:12][CH2:11][CH2:10][CH:9]1[C:13]1[NH:14][C:15]([C:18]2[CH:27]=[CH:26][C:25]3[C:20](=[CH:21][CH:22]=[C:23](Br)[CH:24]=3)[CH:19]=2)=[CH:16][N:17]=1)=[O:7])([CH3:4])([CH3:3])[CH3:2].C(O[C:37]([N:39]1[CH2:43][CH2:42][CH2:41][CH:40]1[C:44]1[NH:45][C:46]([C:49]2[CH:54]=[CH:53][C:52](B3OC(C)(C)C(C)(C)O3)=[CH:51][CH:50]=2)=[CH:47][N:48]=1)=[O:38])C1C=CC=CC=1.P([O-])([O-])([O-])=O.[K+].[K+].[K+].CO[CH2:74][CH2:75][O:76][CH3:77]. Product: [C:1]([O:5][C:6]([N:8]1[CH2:12][CH2:11][CH2:10][CH:9]1[C:13]1[NH:14][C:15]([C:18]2[CH:27]=[CH:26][C:25]3[C:20](=[CH:21][CH:22]=[C:23]([C:52]4[CH:51]=[CH:50][C:49]([C:46]5[NH:45][C:44]([CH:40]6[CH2:41][CH2:42][CH2:43][N:39]6[C:37](=[O:38])[CH:9]([NH:8][C:6]([O:5][CH3:1])=[O:7])[CH:10]6[CH2:74][CH2:75][O:76][CH2:77][CH2:11]6)=[N:48][CH:47]=5)=[CH:54][CH:53]=4)[CH:24]=3)[CH:19]=2)=[CH:16][N:17]=1)=[O:7])([CH3:4])([CH3:3])[CH3:2]. The catalyst class is: 73. (9) Reactant: [Si]([O:8][CH2:9][CH2:10][CH:11]([N:33]1[CH:38]=[CH:37][C:36]([NH:39][C:40](=[O:47])[C:41]2[CH:46]=[CH:45][CH:44]=[CH:43][CH:42]=2)=[N:35][C:34]1=[O:48])[CH2:12][O:13][C:14]([C:27]1[CH:32]=[CH:31][CH:30]=[CH:29][CH:28]=1)([C:21]1[CH:26]=[CH:25][CH:24]=[CH:23][CH:22]=1)[C:15]1[CH:20]=[CH:19][CH:18]=[CH:17][CH:16]=1)(C(C)(C)C)(C)C.[F-].C([N+](CCCC)(CCCC)CCCC)CCC. Product: [OH:8][CH2:9][CH2:10][CH:11]([N:33]1[CH:38]=[CH:37][C:36]([NH:39][C:40](=[O:47])[C:41]2[CH:42]=[CH:43][CH:44]=[CH:45][CH:46]=2)=[N:35][C:34]1=[O:48])[CH2:12][O:13][C:14]([C:15]1[CH:20]=[CH:19][CH:18]=[CH:17][CH:16]=1)([C:27]1[CH:32]=[CH:31][CH:30]=[CH:29][CH:28]=1)[C:21]1[CH:22]=[CH:23][CH:24]=[CH:25][CH:26]=1. The catalyst class is: 1. (10) Reactant: Br[C:2]1[CH:3]=[C:4]([CH:9]([CH2:29][C:30]2[CH:35]=[CH:34][C:33]([Cl:36])=[CH:32][CH:31]=2)[CH:10]([NH:12][C:13](=[O:28])[C:14]([O:17][C:18]2[CH:23]=[CH:22][C:21]([C:24]([F:27])([F:26])[F:25])=[CH:20][N:19]=2)([CH3:16])[CH3:15])[CH3:11])[CH:5]=[C:6]([F:8])[CH:7]=1.[C-:37]#[N:38].[Na+].C1OCCOCCOCCOCCOCCOC1. Product: [Cl:36][C:33]1[CH:32]=[CH:31][C:30]([CH2:29][CH:9]([C:4]2[CH:5]=[C:6]([F:8])[CH:7]=[C:2]([C:37]#[N:38])[CH:3]=2)[CH:10]([NH:12][C:13](=[O:28])[C:14]([O:17][C:18]2[CH:23]=[CH:22][C:21]([C:24]([F:26])([F:27])[F:25])=[CH:20][N:19]=2)([CH3:16])[CH3:15])[CH3:11])=[CH:35][CH:34]=1. The catalyst class is: 77.